This data is from Merck oncology drug combination screen with 23,052 pairs across 39 cell lines. The task is: Regression. Given two drug SMILES strings and cell line genomic features, predict the synergy score measuring deviation from expected non-interaction effect. Drug 1: CCC1(O)C(=O)OCc2c1cc1n(c2=O)Cc2cc3c(CN(C)C)c(O)ccc3nc2-1. Drug 2: CCc1cnn2c(NCc3ccc[n+]([O-])c3)cc(N3CCCCC3CCO)nc12. Cell line: OCUBM. Synergy scores: synergy=-10.0.